This data is from Full USPTO retrosynthesis dataset with 1.9M reactions from patents (1976-2016). The task is: Predict the reactants needed to synthesize the given product. Given the product [Cl:21][C:18]1[CH:19]=[CH:20][C:15]([CH:14]([NH:22][C:23](=[O:29])[O:24][C:25]([CH3:27])([CH3:26])[CH3:28])[CH2:13][CH2:12][NH:11][C:2]([O:4][C:5]2[CH:10]=[CH:9][CH:8]=[CH:7][CH:6]=2)=[O:3])=[CH:16][CH:17]=1, predict the reactants needed to synthesize it. The reactants are: Cl[C:2]([O:4][C:5]1[CH:10]=[CH:9][CH:8]=[CH:7][CH:6]=1)=[O:3].[NH2:11][CH2:12][CH2:13][CH:14]([NH:22][C:23](=[O:29])[O:24][C:25]([CH3:28])([CH3:27])[CH3:26])[C:15]1[CH:20]=[CH:19][C:18]([Cl:21])=[CH:17][CH:16]=1.C(=O)(O)[O-].[Na+].